This data is from Full USPTO retrosynthesis dataset with 1.9M reactions from patents (1976-2016). The task is: Predict the reactants needed to synthesize the given product. Given the product [CH2:14]([C:13]1[CH:12]=[C:11]([CH3:16])[CH:10]=[C:9]([CH2:17][CH3:18])[C:8]=1[C:5]1[C:6](=[O:7])[CH:2]2[CH:3]([C:4]=1[O:19][CH3:20])[CH:36]1[O:32][CH:33]2[CH:34]=[CH:35]1)[CH3:15], predict the reactants needed to synthesize it. The reactants are: Cl[CH:2]1[C:6](=[O:7])[C:5]([C:8]2[C:13]([CH2:14][CH3:15])=[CH:12][C:11]([CH3:16])=[CH:10][C:9]=2[CH2:17][CH3:18])=[C:4]([O:19][CH3:20])[CH2:3]1.N12CCCN=C1CCCCC2.[O:32]1[CH:36]=[CH:35][CH:34]=[CH:33]1.